From a dataset of Catalyst prediction with 721,799 reactions and 888 catalyst types from USPTO. Predict which catalyst facilitates the given reaction. (1) Reactant: [N:1]1([C:7]([C:9]2[CH:15]=[CH:14][C:12]([NH2:13])=[CH:11][C:10]=2[C:16]([F:19])([F:18])[F:17])=O)[CH2:6][CH2:5][O:4][CH2:3][CH2:2]1.CSC.B.O1CCCC1.Cl.[OH-].[Na+]. Product: [N:1]1([CH2:7][C:9]2[CH:15]=[CH:14][C:12]([NH2:13])=[CH:11][C:10]=2[C:16]([F:18])([F:17])[F:19])[CH2:6][CH2:5][O:4][CH2:3][CH2:2]1. The catalyst class is: 7. (2) Reactant: [CH3:1][O:2][C:3]1[N:8]=[CH:7][C:6]([CH:9]=O)=[CH:5][N:4]=1.COP([CH2:17][C:18](=[O:34])[CH2:19][CH2:20][CH2:21][CH2:22][C:23]1[CH:24]=[CH:25][C:26]2[CH2:32][CH2:31][CH2:30][CH2:29][NH:28][C:27]=2[N:33]=1)(=O)OC.[OH-].[Na+]. Product: [CH3:1][O:2][C:3]1[N:4]=[CH:5][C:6]([CH:9]=[CH:17][C:18](=[O:34])[CH2:19][CH2:20][CH2:21][CH2:22][C:23]2[CH:24]=[CH:25][C:26]3[CH2:32][CH2:31][CH2:30][CH2:29][NH:28][C:27]=3[N:33]=2)=[CH:7][N:8]=1. The catalyst class is: 20. (3) Reactant: [CH2:1]([C:3]1[CH:8]=[C:7]([CH3:9])[CH:6]=[C:5]([CH2:10][CH3:11])[C:4]=1[C:12](=[O:25])[C:13]([N:15]([CH3:24])[N:16]=CC1C=CC=CC=1)=[O:14])[CH3:2]. Product: [CH2:1]([C:3]1[CH:8]=[C:7]([CH3:9])[CH:6]=[C:5]([CH2:10][CH3:11])[C:4]=1[C:12](=[O:25])[C:13]([N:15]([CH3:24])[NH2:16])=[O:14])[CH3:2]. The catalyst class is: 209. (4) Reactant: COP([CH2:7][C:8](=[O:21])[CH2:9][CH2:10][C:11]1[CH:20]=[CH:19][C:18]2[CH2:17][CH2:16][CH2:15][NH:14][C:13]=2[N:12]=1)(=O)OC.[CH2:22]([O:24][C:25](=[O:38])[CH2:26][CH:27]([C:31]1[CH:32]=[N:33][C:34]([CH3:37])=[N:35][CH:36]=1)[CH2:28][CH:29]=O)[CH3:23].C([O-])([O-])=O.[K+].[K+]. Product: [CH2:22]([O:24][C:25](=[O:38])[CH2:26][CH:27]([C:31]1[CH:32]=[N:33][C:34]([CH3:37])=[N:35][CH:36]=1)[CH2:28][CH:29]=[CH:7][C:8](=[O:21])[CH2:9][CH2:10][C:11]1[CH:20]=[CH:19][C:18]2[CH2:17][CH2:16][CH2:15][NH:14][C:13]=2[N:12]=1)[CH3:23]. The catalyst class is: 3. (5) Reactant: [CH2:1]([C:3]1([CH2:7][OH:8])[CH2:6][O:5][CH2:4]1)[CH3:2].C(OC1C(OC(=O)C)=C(I)C=CC=1)(=[O:11])C.CC1(C)N([O])C(C)(C)CCC1.[OH-].[Na+]. Product: [CH2:1]([C:3]1([C:7]([OH:11])=[O:8])[CH2:6][O:5][CH2:4]1)[CH3:2]. The catalyst class is: 47. (6) Reactant: [OH:1][CH2:2][CH2:3][CH2:4][NH:5][C:6]([C:8]1[NH:9][C:10]([C:13]2[CH:18]=[C:17]([O:19][C:20]3[CH:25]=[CH:24][C:23]([S:26]([CH3:29])(=[O:28])=[O:27])=[CH:22][CH:21]=3)[CH:16]=[C:15]([O:30][C@@H:31]([CH3:35])[CH2:32][O:33][CH3:34])[CH:14]=2)=[CH:11][CH:12]=1)=O.CS(O)(=O)=O.C(N(CC)CC)C.C(=O)([O-])O.[Na+]. Product: [CH3:34][O:33][CH2:32][C@H:31]([CH3:35])[O:30][C:15]1[CH:14]=[C:13]([C:10]2[NH:9][C:8]([C:6]3[O:1][CH2:2][CH2:3][CH2:4][N:5]=3)=[CH:12][CH:11]=2)[CH:18]=[C:17]([O:19][C:20]2[CH:25]=[CH:24][C:23]([S:26]([CH3:29])(=[O:28])=[O:27])=[CH:22][CH:21]=2)[CH:16]=1. The catalyst class is: 7. (7) Reactant: Cl[C:2]1[C:11]2[C:6](=[CH:7][C:8]([S:12]([NH:15][C:16]3[CH:21]=[CH:20][N:19]=[CH:18][N:17]=3)(=[O:14])=[O:13])=[CH:9][CH:10]=2)[CH:5]=[CH:4][N:3]=1.[Cl-].C(C1C=CC=C(CCC)C=1[N+]1C=CN(C2C(CCC)=CC=CC=2CCC)C=1)CC.Cl.[F:53][C:54]1[CH:55]=[C:56]([CH:60]2[CH2:65][CH2:64][CH2:63][NH:62][CH2:61]2)[CH:57]=[CH:58][CH:59]=1.CC(C)([O-])C.[Na+]. The catalyst class is: 102. Product: [F:53][C:54]1[CH:55]=[C:56]([CH:60]2[CH2:65][CH2:64][CH2:63][N:62]([C:2]3[C:11]4[C:6](=[CH:7][C:8]([S:12]([NH:15][C:16]5[CH:21]=[CH:20][N:19]=[CH:18][N:17]=5)(=[O:14])=[O:13])=[CH:9][CH:10]=4)[CH:5]=[CH:4][N:3]=3)[CH2:61]2)[CH:57]=[CH:58][CH:59]=1.